This data is from Reaction yield outcomes from USPTO patents with 853,638 reactions. The task is: Predict the reaction yield, written as a fraction of the theoretical maximum amount of product (1.0 means a 100% yield; for example, 0.34 means a 34% yield). (1) The reactants are C(O)(C)C.[CH2:5]([O:12][C:13]1[CH:18]=[C:17]([C:19]([F:22])([F:21])[F:20])[C:16]([N+:23]([O-])=O)=[C:15]([C:26]([F:29])([F:28])[F:27])[CH:14]=1)[C:6]1[CH:11]=[CH:10][CH:9]=[CH:8][CH:7]=1.S(S([O-])=O)([O-])=O.[Na+].[Na+]. The catalyst is O. The product is [CH2:5]([O:12][C:13]1[CH:14]=[C:15]([C:26]([F:27])([F:28])[F:29])[C:16]([NH2:23])=[C:17]([C:19]([F:20])([F:21])[F:22])[CH:18]=1)[C:6]1[CH:7]=[CH:8][CH:9]=[CH:10][CH:11]=1. The yield is 1.00. (2) The reactants are CS(O[CH2:6][C:7]1[CH:12]=[CH:11][C:10]([N+:13]([O-:15])=[O:14])=[C:9]([N+:16]([O-:18])=[O:17])[CH:8]=1)(=O)=O.C(N(CC)CC)C.[NH:26]1[CH2:31][CH2:30][CH2:29][CH2:28][CH2:27]1. The catalyst is C(Cl)Cl. The product is [N+:16]([C:9]1[CH:8]=[C:7]([CH:12]=[CH:11][C:10]=1[N+:13]([O-:15])=[O:14])[CH2:6][N:26]1[CH2:31][CH2:30][CH2:29][CH2:28][CH2:27]1)([O-:18])=[O:17]. The yield is 0.382. (3) The reactants are [H-].[Na+].[C:3]([O:7][C:8]([N:10]1[CH2:15][CH2:14][O:13][CH2:12][CH:11]1[CH2:16][OH:17])=[O:9])([CH3:6])([CH3:5])[CH3:4].[N+](C1C=CC([O:27][C:28]([N:30]2[CH2:35][CH2:34][N:33]([C:36]3[CH:41]=[CH:40][C:39]([F:42])=[CH:38][CH:37]=3)[CH2:32][CH2:31]2)=O)=CC=1)([O-])=O.C([O-])(O)=O.[Na+]. The catalyst is C1COCC1. The product is [C:3]([O:7][C:8]([N:10]1[CH2:15][CH2:14][O:13][CH2:12][CH:11]1[CH2:16][O:17][C:28]([N:30]1[CH2:31][CH2:32][N:33]([C:36]2[CH:41]=[CH:40][C:39]([F:42])=[CH:38][CH:37]=2)[CH2:34][CH2:35]1)=[O:27])=[O:9])([CH3:6])([CH3:5])[CH3:4]. The yield is 0.680. (4) The product is [CH3:3][CH:2]([O:4][C:5]1[CH:6]=[C:7]([O:17][C:18]2[CH:23]=[CH:22][C:21]([S:24]([CH3:27])(=[O:26])=[O:25])=[CH:20][N:19]=2)[CH:8]=[C:9]2[C:13]=1[NH:12][C:11]([C:14]1[S:37][CH:52]([CH2:51][C:50]([O:55][CH2:56][CH3:57])=[O:54])[CH2:53][N:16]=1)=[CH:10]2)[CH3:1]. The reactants are [CH3:1][CH:2]([O:4][C:5]1[CH:6]=[C:7]([O:17][C:18]2[CH:23]=[CH:22][C:21]([S:24]([CH3:27])(=[O:26])=[O:25])=[CH:20][N:19]=2)[CH:8]=[C:9]2[C:13]=1[NH:12][C:11]([C:14]([NH2:16])=O)=[CH:10]2)[CH3:3].COC1C=CC(P2(SP(C3C=CC(OC)=CC=3)(=S)S2)=[S:37])=CC=1.[C:50]([O:55][CH2:56][CH3:57])(=[O:54])[C:51]#[C:52][CH3:53].C(P(CCCC)CCCC)CCC. The yield is 0.450. The catalyst is O1CCCC1. (5) The reactants are [NH2:1][C:2]1[N:7]=[CH:6][N:5]=[C:4]2[N:8]([CH2:25][C@H:26]3[CH2:30][CH2:29][CH2:28][N:27]3[C:31](=[O:35])[CH2:32][C:33]#[N:34])[N:9]=[C:10]([C:11]3[CH:16]=[CH:15][C:14]([O:17][C:18]4[CH:23]=[CH:22][CH:21]=[CH:20][CH:19]=4)=[CH:13][C:12]=3[F:24])[C:3]=12.C(Cl)Cl.N1CCCCC1.[CH:45]([C:47]1([NH:50][C:51](=[O:57])[O:52][C:53]([CH3:56])([CH3:55])[CH3:54])[CH2:49][CH2:48]1)=O. The catalyst is CO. The yield is 0.130. The product is [NH2:1][C:2]1[N:7]=[CH:6][N:5]=[C:4]2[N:8]([CH2:25][C@H:26]3[CH2:30][CH2:29][CH2:28][N:27]3[C:31](=[O:35])[C:32]([C:33]#[N:34])=[CH:45][C:47]3([NH:50][C:51](=[O:57])[O:52][C:53]([CH3:56])([CH3:55])[CH3:54])[CH2:48][CH2:49]3)[N:9]=[C:10]([C:11]3[CH:16]=[CH:15][C:14]([O:17][C:18]4[CH:19]=[CH:20][CH:21]=[CH:22][CH:23]=4)=[CH:13][C:12]=3[F:24])[C:3]=12. (6) No catalyst specified. The reactants are [OH:1][C:2]1[CH:10]=[C:9]([C:11]([F:14])([F:13])[F:12])[CH:8]=[CH:7][C:3]=1[C:4]([OH:6])=[O:5].Cl.S(=O)(=O)(O)O.[CH3:21]O. The product is [OH:1][C:2]1[CH:10]=[C:9]([C:11]([F:12])([F:13])[F:14])[CH:8]=[CH:7][C:3]=1[C:4]([O:6][CH3:21])=[O:5]. The yield is 0.730. (7) The reactants are B.C(N(CC)C1C=CC=CC=1)C.C1CCCCC=1.C([O:21][CH:22](OCC)[CH2:23][CH2:24][CH2:25][CH2:26][CH2:27][CH2:28][CH2:29][C:30]#[C:31][C:32]#[C:33][CH2:34][CH3:35])C.C(O)(=O)C.[OH-].[Na+].OO.C(O)(=O)C(O)=O. The catalyst is C1COCC1.CCCCCC.O. The product is [CH:22](=[O:21])[CH2:23][CH2:24][CH2:25][CH2:26][CH2:27][CH2:28][CH2:29]/[CH:30]=[CH:31]\[CH:32]=[CH:33]/[CH2:34][CH3:35]. The yield is 0.679. (8) The reactants are [CH:1]12[CH2:10][CH:5]3[CH2:6][CH:7]([CH2:9][CH:3]([CH2:4]3)[CH:2]1[NH:11][C:12](=[O:20])[C:13]1[CH:18]=[CH:17][C:16]([OH:19])=[CH:15][CH:14]=1)[CH2:8]2.C1(P(C2C=CC=CC=2)C2C=CC=CC=2)C=CC=CC=1.[C:40]([Si:44]([C:59]1[CH:64]=[CH:63][CH:62]=[CH:61][CH:60]=1)([C:53]1[CH:58]=[CH:57][CH:56]=[CH:55][CH:54]=1)[O:45][CH:46]1[CH2:51][CH2:50][CH:49](O)[CH2:48][CH2:47]1)([CH3:43])([CH3:42])[CH3:41].CCOC(/N=N/C(OCC)=O)=O. The catalyst is C1COCC1.CN(C=O)C. The product is [CH:1]12[CH2:10][CH:5]3[CH2:6][CH:7]([CH2:9][CH:3]([CH2:4]3)[CH:2]1[NH:11][C:12](=[O:20])[C:13]1[CH:14]=[CH:15][C:16]([O:19][CH:49]3[CH2:48][CH2:47][CH:46]([O:45][Si:44]([C:40]([CH3:43])([CH3:42])[CH3:41])([C:59]4[CH:64]=[CH:63][CH:62]=[CH:61][CH:60]=4)[C:53]4[CH:54]=[CH:55][CH:56]=[CH:57][CH:58]=4)[CH2:51][CH2:50]3)=[CH:17][CH:18]=1)[CH2:8]2. The yield is 0.530. (9) The reactants are CCN(C(C)C)C(C)C.Cl.[NH2:11][C@@H:12]([CH:20]([CH3:22])[CH3:21])[C:13]([O:15][C:16]([CH3:19])([CH3:18])[CH3:17])=[O:14].Cl[C:24]([O:26][CH3:27])=[O:25]. The catalyst is C1COCC1. The product is [CH3:27][O:26][C:24]([NH:11][C@@H:12]([CH:20]([CH3:22])[CH3:21])[C:13]([O:15][C:16]([CH3:17])([CH3:19])[CH3:18])=[O:14])=[O:25]. The yield is 0.990.